This data is from Full USPTO retrosynthesis dataset with 1.9M reactions from patents (1976-2016). The task is: Predict the reactants needed to synthesize the given product. Given the product [ClH:40].[CH2:32]([C:23]([CH2:25][C:26]1[CH:31]=[CH:30][CH:29]=[CH:28][CH:27]=1)([OH:24])[CH2:22][CH2:21][N:18]1[CH2:19][CH2:20][C:15]([F:39])([C:11]2[CH:12]=[CH:13][CH:14]=[C:9]([OH:8])[CH:10]=2)[CH2:16][CH2:17]1)[C:33]1[CH:38]=[CH:37][CH:36]=[CH:35][CH:34]=1, predict the reactants needed to synthesize it. The reactants are: C([O:8][C:9]1[CH:10]=[C:11]([C:15]2([F:39])[CH2:20][CH2:19][N:18]([CH2:21][CH2:22][C:23]([CH2:32][C:33]3[CH:38]=[CH:37][CH:36]=[CH:35][CH:34]=3)([CH2:25][C:26]3[CH:31]=[CH:30][CH:29]=[CH:28][CH:27]=3)[OH:24])[CH2:17][CH2:16]2)[CH:12]=[CH:13][CH:14]=1)C1C=CC=CC=1.[ClH:40].